The task is: Predict the product of the given reaction.. This data is from Forward reaction prediction with 1.9M reactions from USPTO patents (1976-2016). Given the reactants [NH2:1][C:2]1([C:19]2[CH:24]=[N:23][CH:22]=[CH:21][N:20]=2)[CH2:6][N:5]([C:7]2[N:12]=[C:11]([O:13][CH3:14])[C:10]([F:15])=[C:9]([CH3:16])[N:8]=2)[CH2:4][CH:3]1[CH2:17][OH:18].[C:25]([N:33]=[C:34]=[S:35])(=[O:32])[C:26]1[CH:31]=[CH:30][CH:29]=[CH:28][CH:27]=1, predict the reaction product. The product is: [F:15][C:10]1[C:11]([O:13][CH3:14])=[N:12][C:7]([N:5]2[CH2:4][CH:3]([CH2:17][OH:18])[C:2]([NH:1][C:34]([NH:33][C:25](=[O:32])[C:26]3[CH:27]=[CH:28][CH:29]=[CH:30][CH:31]=3)=[S:35])([C:19]3[CH:24]=[N:23][CH:22]=[CH:21][N:20]=3)[CH2:6]2)=[N:8][C:9]=1[CH3:16].